Predict which catalyst facilitates the given reaction. From a dataset of Catalyst prediction with 721,799 reactions and 888 catalyst types from USPTO. (1) Reactant: C([C:5]1[C:6](CCCC)=[C:7]([O:25][C:26]2[CH:31]=[CH:30][N:29]=[C:28](Cl)[N:27]=2)[C:8](CCCC)=[C:9]2[C:13]=1[N:12]([C:14]([O-:16])=[O:15])[N:11]=[C:10]2CCCC)CCC.[CH:37]([NH:40][C:41](=[O:59])[CH2:42][O:43][C:44]1[CH:49]=[CH:48][CH:47]=[C:46](B2OC(C)(C)C(C)(C)O2)[CH:45]=1)([CH3:39])[CH3:38].P([C:61]([CH3:64])([CH3:63])[CH3:62])([C:61]([CH3:64])([CH3:63])[CH3:62])[C:61]([CH3:64])([CH3:63])[CH3:62].CC(OC(OC(OC(C)(C)C)=O)=O)(C)C. Product: [CH:37]([NH:40][C:41](=[O:59])[CH2:42][O:43][C:44]1[CH:49]=[C:48]([C:28]2[N:27]=[C:26]([O:25][C:7]3[CH:8]=[C:9]4[C:13](=[CH:5][CH:6]=3)[N:12]([C:14]([O:16][C:61]([CH3:64])([CH3:63])[CH3:62])=[O:15])[N:11]=[CH:10]4)[CH:31]=[CH:30][N:29]=2)[CH:47]=[CH:46][CH:45]=1)([CH3:39])[CH3:38]. The catalyst class is: 333. (2) Reactant: [Cl:1][C:2]1[CH:3]=[C:4]([C:10]2[CH:14]=[CH:13][N:12]([CH2:15][C@@H:16]([NH:18][C:19]([C:21]3[N:22]=[C:23]4[CH2:28][NH:27][CH2:26][CH2:25][N:24]4[CH:29]=3)=[O:20])[CH3:17])[N:11]=2)[CH:5]=[CH:6][C:7]=1[C:8]#[N:9].[CH2:30](N(CC)CC)C.C=O.O.C([BH3-])#N.[Na+]. Product: [Cl:1][C:2]1[CH:3]=[C:4]([C:10]2[CH:14]=[CH:13][N:12]([CH2:15][C@@H:16]([NH:18][C:19]([C:21]3[N:22]=[C:23]4[CH2:28][N:27]([CH3:30])[CH2:26][CH2:25][N:24]4[CH:29]=3)=[O:20])[CH3:17])[N:11]=2)[CH:5]=[CH:6][C:7]=1[C:8]#[N:9]. The catalyst class is: 100. (3) Reactant: [N+:1]([C:4]1[CH:5]=[C:6]2[C:11](=[CH:12][CH:13]=1)[N:10]=[CH:9][CH:8]=[CH:7]2)([O-:3])=[O:2].C1C=C(Cl)C=C(C(OO)=[O:22])C=1. Product: [N+:1]([C:4]1[CH:5]=[C:6]2[C:11](=[CH:12][CH:13]=1)[N+:10]([O-:22])=[CH:9][CH:8]=[CH:7]2)([O-:3])=[O:2]. The catalyst class is: 22. (4) Reactant: [NH2:1]C1C=CC(N2CCCC2=O)=CC=1.C(OC(Cl)=O)C1C=CC=CC=1.C1(=O)NC(=O)C2=CC=CC=C12.[K].Cl[C:38]1[S:42][C:41]([C:43]([OH:45])=O)=[CH:40][CH:39]=1.ClC1SC(C(N[CH2:55][C@@H:56]2[O:60][C:59](=[O:61])[N:58]([C:62]3[CH:67]=[CH:66][C:65]([N:68]4[CH2:72][CH2:71][CH2:70][C:69]4=[O:73])=[CH:64][CH:63]=3)[CH2:57]2)=O)=CC=1. The catalyst class is: 5. Product: [O:61]=[C:59]1[N:58]([C:62]2[CH:63]=[CH:64][C:65]([N:68]3[CH2:72][CH2:71][CH2:70][C:69]3=[O:73])=[CH:66][CH:67]=2)[CH2:57][C@H:56]([CH2:55][C:40]2[CH:39]=[CH:38][S:42][C:41]=2[C:43]([NH2:1])=[O:45])[O:60]1. (5) The catalyst class is: 1. Reactant: [CH2:1]([NH:8][C:9](=[O:28])[CH2:10][CH2:11][O:12][C:13]1[CH:18]=[C:17]([CH3:19])[C:16]([SiH:20]([CH:24]([CH3:26])[CH3:25])[CH:21]([CH3:23])[CH3:22])=[C:15]([CH3:27])[CH:14]=1)[C:2]1[CH:7]=[CH:6][CH:5]=[CH:4][CH:3]=1.C(O)(=O)C.[F-:33].[K+]. Product: [CH2:1]([NH:8][C:9](=[O:28])[CH2:10][CH2:11][O:12][C:13]1[CH:14]=[C:15]([CH3:27])[C:16]([Si:20]([F:33])([CH:21]([CH3:22])[CH3:23])[CH:24]([CH3:26])[CH3:25])=[C:17]([CH3:19])[CH:18]=1)[C:2]1[CH:7]=[CH:6][CH:5]=[CH:4][CH:3]=1. (6) Reactant: [CH:1]1([NH:4][C:5]2[N:10]3[N:11]=[CH:12][C:13]([CH:14]=O)=[C:9]3[N:8]=[C:7]([NH:16][C:17]([CH:19]3[CH2:21][CH2:20]3)=[O:18])[CH:6]=2)[CH2:3][CH2:2]1.[NH:22]1[CH2:28][C:26](=[O:27])[NH:25][C:23]1=[O:24].N1CCCCC1. Product: [CH:1]1([NH:4][C:5]2[N:10]3[N:11]=[CH:12][C:13](/[CH:14]=[C:28]4\[NH:22][C:23](=[O:24])[NH:25][C:26]\4=[O:27])=[C:9]3[N:8]=[C:7]([NH:16][C:17]([CH:19]3[CH2:20][CH2:21]3)=[O:18])[CH:6]=2)[CH2:3][CH2:2]1. The catalyst class is: 8.